This data is from Full USPTO retrosynthesis dataset with 1.9M reactions from patents (1976-2016). The task is: Predict the reactants needed to synthesize the given product. (1) The reactants are: [CH3:1][C:2]1([CH3:30])[O:7][C@@H:6]([CH2:8][C:9]([N:11]([O:13][CH3:14])[CH3:12])=[O:10])[CH2:5][C@@H:4]([CH2:15]S(C2N(C3C=CC=CC=3)N=NN=2)(=O)=O)[O:3]1.[F:31][C:32]1[CH:37]=[CH:36][C:35]([C:38]2[C:46]3[C:41](=[CH:42][CH:43]=[CH:44][CH:45]=3)[N:40]([CH:47]([CH3:49])[CH3:48])[C:39]=2[CH:50]=O)=[CH:34][CH:33]=1.C[Si]([N-][Si](C)(C)C)(C)C.[Li+].C(=O)(O)[O-].[Na+]. Given the product [F:31][C:32]1[CH:37]=[CH:36][C:35]([C:38]2[C:46]3[C:41](=[CH:42][CH:43]=[CH:44][CH:45]=3)[N:40]([CH:47]([CH3:48])[CH3:49])[C:39]=2/[CH:50]=[CH:15]/[C@H:4]2[O:3][C:2]([CH3:1])([CH3:30])[O:7][C@@H:6]([CH2:8][C:9]([N:11]([O:13][CH3:14])[CH3:12])=[O:10])[CH2:5]2)=[CH:34][CH:33]=1, predict the reactants needed to synthesize it. (2) Given the product [Cl:1][C:2]1[N:7]2[N:8]=[C:9]([C:13]3[CH:18]=[CH:17][CH:16]=[C:15]([CH3:19])[CH:14]=3)[C:10]([CH:11]([OH:12])[C:20]#[CH:21])=[C:6]2[CH:5]=[CH:4][CH:3]=1, predict the reactants needed to synthesize it. The reactants are: [Cl:1][C:2]1[N:7]2[N:8]=[C:9]([C:13]3[CH:18]=[CH:17][CH:16]=[C:15]([CH3:19])[CH:14]=3)[C:10]([CH:11]=[O:12])=[C:6]2[CH:5]=[CH:4][CH:3]=1.[C:20]([Mg]Br)#[CH:21].C(=O)(O)[O-].[Na+].